From a dataset of Forward reaction prediction with 1.9M reactions from USPTO patents (1976-2016). Predict the product of the given reaction. (1) Given the reactants [F:1][C:2]1[C:7]([OH:8])=[C:6]([F:9])[C:5]([F:10])=[C:4]([F:11])[C:3]=1[F:12].N1C=CC=CC=1.Cl[C:20](=[O:26])[C:21]([O:23][CH2:24][CH3:25])=[O:22], predict the reaction product. The product is: [C:20]([O:8][C:7]1[C:2]([F:1])=[C:3]([F:12])[C:4]([F:11])=[C:5]([F:10])[C:6]=1[F:9])(=[O:26])[C:21]([O:23][CH2:24][CH3:25])=[O:22]. (2) Given the reactants [Cl:1][C:2]1[CH:7]=[C:6](Cl)[N:5]2[N:9]=[CH:10][C:11]([CH2:12][C:13]3[CH:18]=[CH:17][CH:16]=[C:15]([C:19]([F:22])([F:21])[F:20])[C:14]=3[CH3:23])=[C:4]2[N:3]=1.C[O-].[Na+].[C:27](OCC)(=[O:29])C.Cl, predict the reaction product. The product is: [Cl:1][C:2]1[CH:7]=[C:6]([O:29][CH3:27])[N:5]2[N:9]=[CH:10][C:11]([CH2:12][C:13]3[CH:18]=[CH:17][CH:16]=[C:15]([C:19]([F:22])([F:21])[F:20])[C:14]=3[CH3:23])=[C:4]2[N:3]=1. (3) Given the reactants Cl[C:2]1[N:11]=[C:10]([C:12]2[CH:17]=[CH:16][CH:15]=[CH:14][CH:13]=2)[C:9]2[C:4](=[N:5][CH:6]=[CH:7][N:8]=2)[N:3]=1.[C:18]([O:22][C:23]([N:25]1[CH2:30][CH2:29][CH:28]([NH2:31])[CH2:27][CH2:26]1)=[O:24])([CH3:21])([CH3:20])[CH3:19].C(N(CC)CC)C, predict the reaction product. The product is: [C:18]([O:22][C:23]([N:25]1[CH2:30][CH2:29][CH:28]([NH:31][C:2]2[N:11]=[C:10]([C:12]3[CH:17]=[CH:16][CH:15]=[CH:14][CH:13]=3)[C:9]3[C:4](=[N:5][CH:6]=[CH:7][N:8]=3)[N:3]=2)[CH2:27][CH2:26]1)=[O:24])([CH3:21])([CH3:19])[CH3:20]. (4) Given the reactants [CH2:1]([N:3]([CH2:25][CH3:26])[C:4](=[O:24])[C:5]1[CH:10]=[CH:9][C:8]([C:11]([C:18]2[CH:23]=[CH:22][CH:21]=[CH:20][CH:19]=2)=[C:12]2[CH2:17][CH2:16][NH:15][CH2:14][CH2:13]2)=[CH:7][CH:6]=1)[CH3:2].[C:27]1(=O)[CH2:32][CH2:31][CH2:30][CH2:29][CH2:28]1.[BH4-].[Na+].N.O, predict the reaction product. The product is: [CH2:25]([N:3]([CH2:1][CH3:2])[C:4](=[O:24])[C:5]1[CH:6]=[CH:7][C:8]([C:11](=[C:12]2[CH2:13][CH2:14][N:15]([CH:27]3[CH2:32][CH2:31][CH2:30][CH2:29][CH2:28]3)[CH2:16][CH2:17]2)[C:18]2[CH:23]=[CH:22][CH:21]=[CH:20][CH:19]=2)=[CH:9][CH:10]=1)[CH3:26].